From a dataset of Reaction yield outcomes from USPTO patents with 853,638 reactions. Predict the reaction yield, written as a fraction of the theoretical maximum amount of product (1.0 means a 100% yield; for example, 0.34 means a 34% yield). The reactants are [CH2:1]([C:3]1[CH:4]=[C:5]2[C:9](=[CH:10][CH:11]=1)[NH:8][CH2:7][CH2:6]2)[CH3:2].[N+:12]([O-])([O-:14])=[O:13].[K+].[OH-].[Na+]. The catalyst is OS(O)(=O)=O. The product is [CH2:1]([C:3]1[CH:4]=[C:5]2[C:9](=[CH:10][C:11]=1[N+:12]([O-:14])=[O:13])[NH:8][CH2:7][CH2:6]2)[CH3:2]. The yield is 0.580.